From a dataset of Forward reaction prediction with 1.9M reactions from USPTO patents (1976-2016). Predict the product of the given reaction. (1) The product is: [CH2:2]([O:9][C:10](=[O:31])[NH:11][C:12]1[CH:17]=[CH:16][C:15]([CH:18]2[CH2:19][CH2:20][N:21]([CH3:26])[CH2:22][C:23]2=[O:24])=[CH:14][C:13]=1[O:27][CH:28]([CH3:29])[CH3:30])[C:3]1[CH:8]=[CH:7][CH:6]=[CH:5][CH:4]=1. Given the reactants Cl.[CH2:2]([O:9][C:10](=[O:31])[NH:11][C:12]1[CH:17]=[CH:16][C:15]([C:18]2[CH2:19][CH2:20][N:21]([CH3:26])[CH2:22][C:23]=2[O:24]C)=[CH:14][C:13]=1[O:27][CH:28]([CH3:30])[CH3:29])[C:3]1[CH:8]=[CH:7][CH:6]=[CH:5][CH:4]=1, predict the reaction product. (2) Given the reactants I[C:2]1[C:6]2[C:7]([O:11][CH3:12])=[N:8][CH:9]=[CH:10][C:5]=2[N:4]([CH:13]2[CH2:18][CH2:17][O:16][CH2:15][CH2:14]2)[CH:3]=1.[C:19]([CH2:21][C:22]1[CH:27]=[CH:26][C:25](B(O)O)=[CH:24][CH:23]=1)#[N:20].C(=O)([O-])[O-].[K+].[K+], predict the reaction product. The product is: [CH3:12][O:11][C:7]1[C:6]2[C:2]([C:25]3[CH:26]=[CH:27][C:22]([CH2:21][C:19]#[N:20])=[CH:23][CH:24]=3)=[CH:3][N:4]([CH:13]3[CH2:18][CH2:17][O:16][CH2:15][CH2:14]3)[C:5]=2[CH:10]=[CH:9][N:8]=1. (3) Given the reactants Cl[C:2]1[CH:3]=[C:4]([CH:23]=[CH:24][C:25]=1[Cl:26])[O:5][CH:6]1[CH2:11][CH2:10][N:9]([S:12]([C:15]2[C:16]([CH3:22])=[N:17][N:18]([CH3:21])[C:19]=2[CH3:20])(=[O:14])=[O:13])[CH2:8][CH2:7]1.[CH3:27]N1C(C)=C(S(Cl)(=O)=O)C(C)=N1.Cl.ClC1C=CC(OC2CCNCC2C)=CC=1, predict the reaction product. The product is: [Cl:26][C:25]1[CH:2]=[CH:3][C:4]([O:5][CH:6]2[CH2:7][CH2:8][N:9]([S:12]([C:15]3[C:16]([CH3:22])=[N:17][N:18]([CH3:21])[C:19]=3[CH3:20])(=[O:13])=[O:14])[CH2:10][CH:11]2[CH3:27])=[CH:23][CH:24]=1. (4) Given the reactants CO.[C:3]([O:7][C:8](=[O:48])[N:9]([CH:21]1[CH2:26][CH2:25][N:24]([CH2:27][CH2:28][N:29]2[C:38]3[C:33](=[CH:34][CH:35]=[CH:36][CH:37]=3)[C:32]([O:39]CC3C=CC=CC=3)=[CH:31][C:30]2=[O:47])[CH2:23][CH2:22]1)[CH2:10][C:11]1[CH:20]=[CH:19][C:14]2[O:15][CH2:16][CH2:17][O:18][C:13]=2[CH:12]=1)([CH3:6])([CH3:5])[CH3:4], predict the reaction product. The product is: [C:3]([O:7][C:8](=[O:48])[N:9]([CH2:10][C:11]1[CH:20]=[CH:19][C:14]2[O:15][CH2:16][CH2:17][O:18][C:13]=2[CH:12]=1)[CH:21]1[CH2:22][CH2:23][N:24]([CH2:27][CH2:28][N:29]2[C:38]3[C:33](=[CH:34][CH:35]=[CH:36][CH:37]=3)[C:32]([OH:39])=[CH:31][C:30]2=[O:47])[CH2:25][CH2:26]1)([CH3:6])([CH3:4])[CH3:5]. (5) Given the reactants [O:1]1[CH2:6][CH2:5][N:4]([C:7]2[CH:12]=[C:11]([C:13]#[N:14])[CH:10]=[C:9]([C:15]3[CH:20]=[CH:19][C:18]([C:21]([F:24])([F:23])[F:22])=[CH:17][CH:16]=3)[N:8]=2)[CH2:3][CH2:2]1.[H-].[H-].[H-].[H-].[Li+].[Al+3], predict the reaction product. The product is: [O:1]1[CH2:6][CH2:5][N:4]([C:7]2[CH:12]=[C:11]([CH2:13][NH2:14])[CH:10]=[C:9]([C:15]3[CH:16]=[CH:17][C:18]([C:21]([F:24])([F:22])[F:23])=[CH:19][CH:20]=3)[N:8]=2)[CH2:3][CH2:2]1. (6) Given the reactants C[O-].[Na+].CS(OCCCCCCCCC[CH:18]1[C:27]2[C:22](=[CH:23][C:24](OCOC)=[CH:25][CH:26]=2)[O:21][CH2:20][CH:19]1C1C=CC(OCOC)=CC=1)(=O)=O.O, predict the reaction product. The product is: [O:21]1[C:22]2[C:27](=[CH:26][CH:25]=[CH:24][CH:23]=2)[CH2:18][CH2:19][CH2:20]1.